This data is from NCI-60 drug combinations with 297,098 pairs across 59 cell lines. The task is: Regression. Given two drug SMILES strings and cell line genomic features, predict the synergy score measuring deviation from expected non-interaction effect. (1) Drug 1: C1=C(C(=O)NC(=O)N1)F. Drug 2: C1=CC(=CC=C1C#N)C(C2=CC=C(C=C2)C#N)N3C=NC=N3. Cell line: NCI/ADR-RES. Synergy scores: CSS=23.0, Synergy_ZIP=-12.9, Synergy_Bliss=-12.9, Synergy_Loewe=-12.9, Synergy_HSA=-11.9. (2) Drug 1: COC1=NC(=NC2=C1N=CN2C3C(C(C(O3)CO)O)O)N. Drug 2: C1CC(=O)NC(=O)C1N2C(=O)C3=CC=CC=C3C2=O. Cell line: U251. Synergy scores: CSS=-0.289, Synergy_ZIP=-0.198, Synergy_Bliss=-1.52, Synergy_Loewe=-4.42, Synergy_HSA=-3.04. (3) Drug 1: CN(CCCl)CCCl.Cl. Drug 2: CC1=C(C(=O)C2=C(C1=O)N3CC4C(C3(C2COC(=O)N)OC)N4)N. Cell line: KM12. Synergy scores: CSS=48.5, Synergy_ZIP=-14.5, Synergy_Bliss=-10.2, Synergy_Loewe=-2.52, Synergy_HSA=-0.960. (4) Synergy scores: CSS=8.95, Synergy_ZIP=-3.27, Synergy_Bliss=0.872, Synergy_Loewe=1.33, Synergy_HSA=1.97. Drug 2: C1C(C(OC1N2C=NC(=NC2=O)N)CO)O. Cell line: HS 578T. Drug 1: CN(CCCl)CCCl.Cl. (5) Synergy scores: CSS=3.28, Synergy_ZIP=1.30, Synergy_Bliss=4.57, Synergy_Loewe=-0.467, Synergy_HSA=-0.307. Cell line: A498. Drug 2: CN(C)C1=NC(=NC(=N1)N(C)C)N(C)C. Drug 1: C1CC(=O)NC(=O)C1N2CC3=C(C2=O)C=CC=C3N.